Dataset: KCNQ2 potassium channel screen with 302,405 compounds. Task: Binary Classification. Given a drug SMILES string, predict its activity (active/inactive) in a high-throughput screening assay against a specified biological target. (1) The molecule is OC(CN(Cc1cc(OC)c(OC)cc1)C)COc1ccc(cc1)c1ccccc1. The result is 0 (inactive). (2) The drug is Clc1c(Nc2sc(c(n2)C)C(OCC)=O)cccc1. The result is 0 (inactive). (3) The drug is S(=O)(=O)(NCc1occc1)c1ccc(CN2C(=O)c3c(nccc3)C2=O)cc1. The result is 0 (inactive). (4) The molecule is O=C(N1CCN(CC1)c1ncccn1)c1nn(cc1)CC. The result is 0 (inactive). (5) The compound is O=C(Nc1ccncc1)c1ccc(cc1)C#N. The result is 0 (inactive). (6) The drug is S(c1nc(c(nn1)C)C)CC#C. The result is 0 (inactive). (7) The molecule is S=C(NNC(=O)c1cc(nc2c1cccc2)C1CC1)NCCCC. The result is 0 (inactive).